From a dataset of Full USPTO retrosynthesis dataset with 1.9M reactions from patents (1976-2016). Predict the reactants needed to synthesize the given product. Given the product [Cl:1][C:2]1[CH:3]=[C:4]([CH:7]=[CH:8][C:9]=1[O:10][C@H:11]1[CH2:15][CH2:14][O:13][CH2:12]1)/[C:5](=[N:16]/[OH:17])/[NH2:6], predict the reactants needed to synthesize it. The reactants are: [Cl:1][C:2]1[CH:3]=[C:4]([CH:7]=[CH:8][C:9]=1[O:10][C@H:11]1[CH2:15][CH2:14][O:13][CH2:12]1)[C:5]#[N:6].[NH2:16][OH:17].